The task is: Predict which catalyst facilitates the given reaction.. This data is from Catalyst prediction with 721,799 reactions and 888 catalyst types from USPTO. (1) Reactant: C[O:2][C:3]([C:5]([CH3:28])([CH3:27])[CH2:6][C:7]1[CH:12]=[C:11]([CH3:13])[C:10]([C:14]2[NH:15][C:16]3[CH:22]=[C:21]([C:23]([OH:25])=O)[CH:20]=[CH:19][C:17]=3[N:18]=2)=[C:9]([CH3:26])[CH:8]=1)=[O:4].[NH2:29]C1C=C(C(O)=O)C=CC=1N.COC(=O)C(C)(C)[CH2:44][C:45]1[CH:50]=[C:49](C)[C:48](C=O)=[C:47](C)[CH:46]=1.OOS([O-])=O.[K+].C[N:65]([CH:67]=O)C. Product: [CH3:13][C:11]1[CH:12]=[C:7]([CH2:6][C:5]([CH3:27])([CH3:28])[C:3]([OH:2])=[O:4])[CH:8]=[C:9]([CH3:26])[C:10]=1[C:14]1[NH:15][C:16]2[CH:22]=[C:21]([C:23]3[O:25][C:67]([C:46]4[CH:47]=[CH:48][CH:49]=[CH:50][C:45]=4[CH3:44])=[N:65][N:29]=3)[CH:20]=[CH:19][C:17]=2[N:18]=1. The catalyst class is: 6. (2) Reactant: [CH:1]([C:3]1[CH:24]=[CH:23][C:6]([O:7][CH2:8][CH2:9][CH2:10][CH2:11][CH2:12][CH2:13][O:14][C:15]2[CH:20]=[CH:19][C:18]([CH:21]=O)=[CH:17][CH:16]=2)=[CH:5][CH:4]=1)=O.[CH2:25]([SH:29])[CH2:26][CH2:27][SH:28].Cl. Product: [S:28]1[CH2:27][CH2:26][CH2:25][S:29][CH:1]1[C:3]1[CH:24]=[CH:23][C:6]([O:7][CH2:8][CH2:9][CH2:10][CH2:11][CH2:12][CH2:13][O:14][C:15]2[CH:20]=[CH:19][C:18]([CH:21]3[S:29][CH2:25][CH2:26][CH2:27][S:28]3)=[CH:17][CH:16]=2)=[CH:5][CH:4]=1. The catalyst class is: 22. (3) Reactant: C[O:2][C:3]1[CH:4]=[C:5]([S:9][C:10]2[CH:26]=[CH:25][C:13]3[S:14][C:15]([C:18]4[CH:23]=[CH:22][N:21]=[C:20]([NH2:24])[N:19]=4)=[C:16]([CH3:17])[C:12]=3[CH:11]=2)[CH:6]=[CH:7][CH:8]=1.C(Cl)Cl.B(Br)(Br)Br. Product: [NH2:24][C:20]1[N:19]=[C:18]([C:15]2[S:14][C:13]3[CH:25]=[CH:26][C:10]([S:9][C:5]4[CH:4]=[C:3]([OH:2])[CH:8]=[CH:7][CH:6]=4)=[CH:11][C:12]=3[C:16]=2[CH3:17])[CH:23]=[CH:22][N:21]=1. The catalyst class is: 13. (4) Reactant: C(OC([NH:8][C:9]([CH3:35])([CH3:34])[C@H:10]([NH:15][C:16]([C:18]1[S:22][C:21]2[CH:23]=[C:24]([C:27]#[C:28][C@@H:29]3[CH2:31][C@H:30]3[CH2:32][OH:33])[CH:25]=[CH:26][C:20]=2[CH:19]=1)=[O:17])[C:11]([O:13][CH3:14])=[O:12])=O)(C)(C)C.Cl. Product: [NH2:8][C:9]([CH3:35])([CH3:34])[C@H:10]([NH:15][C:16]([C:18]1[S:22][C:21]2[CH:23]=[C:24]([C:27]#[C:28][C@@H:29]3[CH2:31][C@H:30]3[CH2:32][OH:33])[CH:25]=[CH:26][C:20]=2[CH:19]=1)=[O:17])[C:11]([O:13][CH3:14])=[O:12]. The catalyst class is: 71.